Dataset: Forward reaction prediction with 1.9M reactions from USPTO patents (1976-2016). Task: Predict the product of the given reaction. Given the reactants Cl.[Cl:2][C:3]1[CH:4]=[C:5]2[C:9](=[CH:10][CH:11]=1)[NH:8][CH:7]=[C:6]2[CH2:12][CH2:13][NH2:14].[F:15][C:16]1[CH:17]=[C:18]([CH:22]=[CH:23][C:24]=1[CH2:25][C:26]1[CH:31]=[CH:30][CH:29]=[C:28]([F:32])[CH:27]=1)[C:19](O)=[O:20].CN(C(ON1N=NC2C=CC=NC1=2)=[N+](C)C)C.F[P-](F)(F)(F)(F)F.C(N(CC)C(C)C)(C)C, predict the reaction product. The product is: [Cl:2][C:3]1[CH:4]=[C:5]2[C:9](=[CH:10][CH:11]=1)[NH:8][CH:7]=[C:6]2[CH2:12][CH2:13][NH:14][C:19](=[O:20])[C:18]1[CH:22]=[CH:23][C:24]([CH2:25][C:26]2[CH:31]=[CH:30][CH:29]=[C:28]([F:32])[CH:27]=2)=[C:16]([F:15])[CH:17]=1.